This data is from NCI-60 drug combinations with 297,098 pairs across 59 cell lines. The task is: Regression. Given two drug SMILES strings and cell line genomic features, predict the synergy score measuring deviation from expected non-interaction effect. (1) Drug 1: COC1=C(C=C2C(=C1)N=CN=C2NC3=CC(=C(C=C3)F)Cl)OCCCN4CCOCC4. Drug 2: CC1CCCC2(C(O2)CC(NC(=O)CC(C(C(=O)C(C1O)C)(C)C)O)C(=CC3=CSC(=N3)C)C)C. Cell line: SK-MEL-2. Synergy scores: CSS=-10.1, Synergy_ZIP=0.119, Synergy_Bliss=-15.6, Synergy_Loewe=-15.6, Synergy_HSA=-15.8. (2) Drug 1: CC(C)(C#N)C1=CC(=CC(=C1)CN2C=NC=N2)C(C)(C)C#N. Drug 2: C1CN(P(=O)(OC1)NCCCl)CCCl. Cell line: LOX IMVI. Synergy scores: CSS=-2.19, Synergy_ZIP=0.546, Synergy_Bliss=-0.347, Synergy_Loewe=-4.12, Synergy_HSA=-3.76. (3) Drug 1: C1CCC(C1)C(CC#N)N2C=C(C=N2)C3=C4C=CNC4=NC=N3. Drug 2: CC1=C(C=C(C=C1)NC(=O)C2=CC=C(C=C2)CN3CCN(CC3)C)NC4=NC=CC(=N4)C5=CN=CC=C5. Cell line: NCI-H322M. Synergy scores: CSS=-1.87, Synergy_ZIP=-1.38, Synergy_Bliss=-4.50, Synergy_Loewe=-4.97, Synergy_HSA=-5.19. (4) Drug 2: C(CCl)NC(=O)N(CCCl)N=O. Cell line: A498. Drug 1: C1=CC(=CC=C1CCC2=CNC3=C2C(=O)NC(=N3)N)C(=O)NC(CCC(=O)O)C(=O)O. Synergy scores: CSS=17.3, Synergy_ZIP=-0.541, Synergy_Bliss=-2.02, Synergy_Loewe=-16.5, Synergy_HSA=-2.84. (5) Drug 1: CCC(=C(C1=CC=CC=C1)C2=CC=C(C=C2)OCCN(C)C)C3=CC=CC=C3.C(C(=O)O)C(CC(=O)O)(C(=O)O)O. Drug 2: CCCCCOC(=O)NC1=NC(=O)N(C=C1F)C2C(C(C(O2)C)O)O. Cell line: BT-549. Synergy scores: CSS=4.92, Synergy_ZIP=-1.40, Synergy_Bliss=2.43, Synergy_Loewe=1.09, Synergy_HSA=1.80. (6) Drug 1: CN1CCC(CC1)COC2=C(C=C3C(=C2)N=CN=C3NC4=C(C=C(C=C4)Br)F)OC. Drug 2: CC1=C(N=C(N=C1N)C(CC(=O)N)NCC(C(=O)N)N)C(=O)NC(C(C2=CN=CN2)OC3C(C(C(C(O3)CO)O)O)OC4C(C(C(C(O4)CO)O)OC(=O)N)O)C(=O)NC(C)C(C(C)C(=O)NC(C(C)O)C(=O)NCCC5=NC(=CS5)C6=NC(=CS6)C(=O)NCCC[S+](C)C)O. Cell line: MCF7. Synergy scores: CSS=4.68, Synergy_ZIP=-3.34, Synergy_Bliss=-1.92, Synergy_Loewe=-2.50, Synergy_HSA=-1.46. (7) Drug 1: C1CN1P(=S)(N2CC2)N3CC3. Drug 2: C1=NC2=C(N1)C(=S)N=CN2. Cell line: UO-31. Synergy scores: CSS=15.7, Synergy_ZIP=5.54, Synergy_Bliss=11.0, Synergy_Loewe=-0.734, Synergy_HSA=5.10. (8) Drug 1: CC(C1=C(C=CC(=C1Cl)F)Cl)OC2=C(N=CC(=C2)C3=CN(N=C3)C4CCNCC4)N. Drug 2: CC1CCC2CC(C(=CC=CC=CC(CC(C(=O)C(C(C(=CC(C(=O)CC(OC(=O)C3CCCCN3C(=O)C(=O)C1(O2)O)C(C)CC4CCC(C(C4)OC)O)C)C)O)OC)C)C)C)OC. Cell line: OVCAR-5. Synergy scores: CSS=29.5, Synergy_ZIP=9.01, Synergy_Bliss=9.81, Synergy_Loewe=6.92, Synergy_HSA=11.0.